From a dataset of Merck oncology drug combination screen with 23,052 pairs across 39 cell lines. Regression. Given two drug SMILES strings and cell line genomic features, predict the synergy score measuring deviation from expected non-interaction effect. Drug 1: N#Cc1ccc(Cn2cncc2CN2CCN(c3cccc(Cl)c3)C(=O)C2)cc1. Drug 2: NC1CCCCC1N.O=C(O)C(=O)O.[Pt+2]. Cell line: RPMI7951. Synergy scores: synergy=-1.77.